From a dataset of Reaction yield outcomes from USPTO patents with 853,638 reactions. Predict the reaction yield, written as a fraction of the theoretical maximum amount of product (1.0 means a 100% yield; for example, 0.34 means a 34% yield). (1) The product is [C:10]([CH:1]([CH2:3][NH2:4])[OH:2])([O:9][C:6]([CH3:8])([CH3:7])[CH3:5])=[O:11]. The reactants are [CH2:1]([CH2:3][NH2:4])[OH:2].[CH3:5][C:6]([O:9][C:10](O[C:10]([O:9][C:6]([CH3:8])([CH3:7])[CH3:5])=[O:11])=[O:11])([CH3:8])[CH3:7].OS([O-])(=O)=O.[K+]. The yield is 0.530. The catalyst is CC#N.CN(C1C=CN=CC=1)C.[Cl-].[Na+].O. (2) The reactants are [CH3:1][C:2]1[CH:10]=[C:9](/[CH:11]=[CH:12]/[C:13]2[C:22]([CH3:23])=[CH:21][C:20]3[C:19]([CH3:25])([CH3:24])[C:18](=[O:26])[CH2:17][C:16]([CH3:28])([CH3:27])[C:15]=3[CH:14]=2)[CH:8]=[CH:7][C:3]=1[C:4]([OH:6])=[O:5].[Br:29]N1C(=O)CCC1=O. The catalyst is C(Cl)(Cl)(Cl)Cl.C(OOC(=O)C1C=CC=CC=1)(=O)C1C=CC=CC=1. The product is [CH3:1][C:2]1[CH:10]=[C:9](/[CH:11]=[CH:12]/[C:13]2[C:22]([CH2:23][Br:29])=[CH:21][C:20]3[C:19]([CH3:24])([CH3:25])[C:18](=[O:26])[CH2:17][C:16]([CH3:28])([CH3:27])[C:15]=3[CH:14]=2)[CH:8]=[CH:7][C:3]=1[C:4]([OH:6])=[O:5]. The yield is 0.590.